From a dataset of Reaction yield outcomes from USPTO patents with 853,638 reactions. Predict the reaction yield, written as a fraction of the theoretical maximum amount of product (1.0 means a 100% yield; for example, 0.34 means a 34% yield). (1) The reactants are [Br:1][C:2]1[CH:10]=[CH:9][C:5]([C:6](O)=[O:7])=[CH:4][N:3]=1.[CH3:11][NH2:12]. The catalyst is CS(C)=O. The product is [Br:1][C:2]1[CH:10]=[CH:9][C:5]([C:6]([NH:12][CH3:11])=[O:7])=[CH:4][N:3]=1. The yield is 0.590. (2) The reactants are [C:1]1([N:7]2[C:15]3[CH2:14][CH2:13][CH2:12][CH:11]([CH2:16][C:17]([N:19]4[CH2:25][CH2:24][CH2:23][CH2:22][CH2:21][CH2:20]4)=O)[C:10]=3[CH:9]=[N:8]2)[CH:6]=[CH:5][CH:4]=[CH:3][CH:2]=1.[H-].[H-].[H-].[H-].[Li+].[Al+3].O.[OH-].[Na+]. The catalyst is C1COCC1. The product is [N:19]1([CH2:17][CH2:16][CH:11]2[CH2:12][CH2:13][CH2:14][C:15]3[N:7]([C:1]4[CH:2]=[CH:3][CH:4]=[CH:5][CH:6]=4)[N:8]=[CH:9][C:10]2=3)[CH2:20][CH2:21][CH2:22][CH2:23][CH2:24][CH2:25]1. The yield is 0.630. (3) The reactants are [H-].[Na+].[CH3:3][C:4]1[O:8][N:7]=[C:6]([CH2:9][CH2:10][CH3:11])[C:5]=1[CH2:12][OH:13].Cl[C:15]1[CH:24]=[CH:23][C:18]([C:19]([O:21][CH3:22])=[O:20])=[CH:17][N:16]=1.O. The product is [CH3:22][O:21][C:19](=[O:20])[C:18]1[CH:23]=[CH:24][C:15]([O:13][CH2:12][C:5]2[C:6]([CH2:9][CH2:10][CH3:11])=[N:7][O:8][C:4]=2[CH3:3])=[N:16][CH:17]=1. The yield is 0.500. The catalyst is C1COCC1. (4) The reactants are [F:1][C:2]1[CH:3]=[C:4]2[C:8](=[CH:9][CH:10]=1)[CH:7]([NH:11][C:12]1[O:13][CH2:14][C:15]3[CH:21]=[C:20]([NH2:22])[CH:19]=[CH:18][C:16]=3[N:17]=1)[CH2:6][CH2:5]2.[CH3:23][O:24][CH2:25][C:26](Cl)=[O:27]. No catalyst specified. The product is [F:1][C:2]1[CH:3]=[C:4]2[C:8](=[CH:9][CH:10]=1)[CH:7]([NH:11][C:12]1[O:13][CH2:14][C:15]3[CH:21]=[C:20]([NH:22][C:26](=[O:27])[CH2:25][O:24][CH3:23])[CH:19]=[CH:18][C:16]=3[N:17]=1)[CH2:6][CH2:5]2. The yield is 0.400. (5) The reactants are C[O:2][C:3](=[O:24])[CH:4]=[CH:5][C:6]1[CH:11]=[CH:10][CH:9]=[C:8]([S:12](=[O:23])(=[O:22])[NH:13][CH2:14][CH2:15][C:16]2[CH:21]=[CH:20][CH:19]=[CH:18][CH:17]=2)[CH:7]=1.CO. No catalyst specified. The product is [CH2:14]([NH:13][S:12]([C:8]1[CH:7]=[C:6]([CH:5]=[CH:4][C:3]([OH:24])=[O:2])[CH:11]=[CH:10][CH:9]=1)(=[O:23])=[O:22])[CH2:15][C:16]1[CH:21]=[CH:20][CH:19]=[CH:18][CH:17]=1. The yield is 0.770. (6) The reactants are [NH:1]1[C:11]2[C:6](=[CH:7][CH:8]=[CH:9][CH:10]=2)[C:4](=[O:5])[C:2]1=[O:3].[H-].[Na+].Br[CH2:15][C:16]1[C:17]2[CH:24]=[C:23]([Cl:25])[CH:22]=[CH:21][C:18]=2[S:19][CH:20]=1. The catalyst is O1CCOCC1. The product is [Cl:25][C:23]1[CH:22]=[CH:21][C:18]2[S:19][CH:20]=[C:16]([CH2:15][N:1]3[C:11]4[C:6](=[CH:7][CH:8]=[CH:9][CH:10]=4)[C:4](=[O:5])[C:2]3=[O:3])[C:17]=2[CH:24]=1. The yield is 0.450.